This data is from Peptide-MHC class II binding affinity with 134,281 pairs from IEDB. The task is: Regression. Given a peptide amino acid sequence and an MHC pseudo amino acid sequence, predict their binding affinity value. This is MHC class II binding data. (1) The peptide sequence is DKGPGFVVTGRVYCD. The MHC is HLA-DQA10104-DQB10503 with pseudo-sequence HLA-DQA10104-DQB10503. The binding affinity (normalized) is 0.362. (2) The peptide sequence is WLACGVDNFCVKVLAK. The MHC is DRB3_0202 with pseudo-sequence DRB3_0202. The binding affinity (normalized) is 0.585. (3) The peptide sequence is NRNNTFKPFAEYKSDYVYQPFPK. The MHC is HLA-DPA10301-DPB10402 with pseudo-sequence HLA-DPA10301-DPB10402. The binding affinity (normalized) is 0.179. (4) The peptide sequence is NIWADDLAASLSTLE. The MHC is DRB1_1501 with pseudo-sequence DRB1_1501. The binding affinity (normalized) is 0.377. (5) The peptide sequence is GELQIVDKHDAAFKI. The binding affinity (normalized) is 0.642. The MHC is DRB3_0101 with pseudo-sequence DRB3_0101. (6) The peptide sequence is NIVNMLHGVRDGLVR. The MHC is HLA-DPA10103-DPB10401 with pseudo-sequence HLA-DPA10103-DPB10401. The binding affinity (normalized) is 0.0522.